Dataset: Reaction yield outcomes from USPTO patents with 853,638 reactions. Task: Predict the reaction yield, written as a fraction of the theoretical maximum amount of product (1.0 means a 100% yield; for example, 0.34 means a 34% yield). The catalyst is CCO. The yield is 0.990. The product is [CH3:16][O:15][C:12]1[CH:11]=[CH:10][C:9]([C:7](=[O:8])[CH:6]([C:17]2[CH:22]=[CH:21][CH:20]=[CH:19][CH:18]=2)[CH2:5][C:4]([OH:23])=[O:3])=[CH:14][CH:13]=1. The reactants are C([O:3][C:4](=[O:23])[CH2:5][CH:6]([C:17]1[CH:22]=[CH:21][CH:20]=[CH:19][CH:18]=1)[C:7]([C:9]1[CH:14]=[CH:13][C:12]([O:15][CH3:16])=[CH:11][CH:10]=1)=[O:8])C.O.[OH-].[Na+].